From a dataset of Forward reaction prediction with 1.9M reactions from USPTO patents (1976-2016). Predict the product of the given reaction. (1) The product is: [Cl:1][C:2]1[CH:8]=[C:6]2[C:5]([C:15]([CH2:16][CH2:17][OH:18])=[C:14]([Si:13]([CH2:19][CH3:20])([CH2:21][CH3:22])[CH2:11][CH3:12])[NH:7]2)=[CH:4][C:3]=1[CH3:10]. Given the reactants [Cl:1][C:2]1[C:3]([CH3:10])=[CH:4][C:5](I)=[C:6]([CH:8]=1)[NH2:7].[CH2:11]([Si:13]([CH2:21][CH3:22])([CH2:19][CH3:20])[C:14]#[C:15][CH2:16][CH2:17][OH:18])[CH3:12].[Cl-].[Li+].C(=O)([O-])[O-].[Na+].[Na+], predict the reaction product. (2) Given the reactants [Cl:1][CH2:2][CH:3]([OH:6])[CH2:4][SH:5].OO, predict the reaction product. The product is: [Cl:1][CH2:2][CH:3]([OH:6])[CH2:4][S:5][S:5][CH2:4][CH:3]([OH:6])[CH2:2][Cl:1]. (3) Given the reactants [CH3:1][N:2]1[CH:6]=[C:5](B2OC(C)(C)C(C)(C)O2)[CH:4]=[N:3]1.C(=O)([O-])[O-].[Cs+].[Cs+].Br[C:23]1[S:27][C:26]([CH:28]=[O:29])=[CH:25][CH:24]=1.O, predict the reaction product. The product is: [CH3:1][N:2]1[CH:6]=[C:5]([C:23]2[S:27][C:26]([CH:28]=[O:29])=[CH:25][CH:24]=2)[CH:4]=[N:3]1. (4) Given the reactants C([O:3][CH2:4][CH2:5][O:6][NH:7][C:8]([C:10]1[CH:15]=[C:14]([CH3:16])[C:13](=[O:17])[N:12]([CH3:18])[C:11]=1[NH:19][C:20]1[CH:25]=[CH:24][C:23]([I:26])=[CH:22][C:21]=1[F:27])=[O:9])=C.Cl, predict the reaction product. The product is: [F:27][C:21]1[CH:22]=[C:23]([I:26])[CH:24]=[CH:25][C:20]=1[NH:19][C:11]1[N:12]([CH3:18])[C:13](=[O:17])[C:14]([CH3:16])=[CH:15][C:10]=1[C:8]([NH:7][O:6][CH2:5][CH2:4][OH:3])=[O:9]. (5) Given the reactants [CH3:1][C:2]1[CH:7]=[C:6]([CH3:8])[CH:5]=[C:4]([CH3:9])[C:3]=1[N:10]=[C:11]=[O:12].[NH2:13][C:14]1[CH:15]=[C:16]([C:35]2[CH:40]=[CH:39][CH:38]=[CH:37][CH:36]=2)[CH:17]=[CH:18][C:19]=1[C:20]([NH:22][C:23]1([C:31]([O:33][CH3:34])=[O:32])[CH2:30][CH2:29][CH2:28][CH2:27][CH2:26][CH2:25][CH2:24]1)=[O:21].CCCCCC.C(OCC)(=O)C, predict the reaction product. The product is: [CH3:9][C:4]1[CH:5]=[C:6]([CH3:8])[CH:7]=[C:2]([CH3:1])[C:3]=1[NH:10][C:11]([NH:13][C:14]1[CH:15]=[C:16]([C:35]2[CH:36]=[CH:37][CH:38]=[CH:39][CH:40]=2)[CH:17]=[CH:18][C:19]=1[C:20]([NH:22][C:23]1([C:31]([O:33][CH3:34])=[O:32])[CH2:30][CH2:29][CH2:28][CH2:27][CH2:26][CH2:25][CH2:24]1)=[O:21])=[O:12]. (6) Given the reactants [Br:1][C:2]1[CH:6]=[CH:5][S:4][C:3]=1[C:7]([OH:9])=O.[F:10][C:11]1[CH:17]=[C:16]([O:18][CH3:19])[CH:15]=[CH:14][C:12]=1[NH2:13], predict the reaction product. The product is: [Br:1][C:2]1[CH:6]=[CH:5][S:4][C:3]=1[C:7]([NH:13][C:12]1[CH:14]=[CH:15][C:16]([O:18][CH3:19])=[CH:17][C:11]=1[F:10])=[O:9].